From a dataset of Forward reaction prediction with 1.9M reactions from USPTO patents (1976-2016). Predict the product of the given reaction. (1) Given the reactants [F:1][C:2]([F:16])([F:15])[C:3]1[CH:14]=[CH:13][CH:12]=[CH:11][C:4]=1[O:5][CH2:6][C:7](OC)=[O:8].O.[NH2:18][NH2:19], predict the reaction product. The product is: [F:1][C:2]([F:16])([F:15])[C:3]1[CH:14]=[CH:13][CH:12]=[CH:11][C:4]=1[O:5][CH2:6][C:7]([NH:18][NH2:19])=[O:8]. (2) Given the reactants [F:1][C:2]([F:11])([F:10])[C:3]1[CH:8]=[CH:7][C:6]([SH:9])=[CH:5][CH:4]=1.[Cl:12][C:13]1[CH:18]=[C:17]([N+:19]([O-:21])=[O:20])[CH:16]=[C:15]([Cl:22])[C:14]=1F.C(=O)([O-])[O-].[K+].[K+], predict the reaction product. The product is: [Cl:12][C:13]1[CH:18]=[C:17]([N+:19]([O-:21])=[O:20])[CH:16]=[C:15]([Cl:22])[C:14]=1[S:9][C:6]1[CH:5]=[CH:4][C:3]([C:2]([F:1])([F:10])[F:11])=[CH:8][CH:7]=1. (3) Given the reactants [NH:1]1[CH2:23][CH2:22][NH:21][CH2:20][CH2:19][NH:18][CH2:17][CH2:16][NH:15][CH2:14][CH2:13][NH:12][CH2:11][CH2:10][CH2:9][NH:8][CH2:7][CH2:6][NH:5][CH2:4][CH2:3][CH2:2]1.[F:24][C:25]([OH2+])([F:27])[F:26], predict the reaction product. The product is: [F:24][C:25]([F:27])([F:26])[N:1]1[CH2:23][CH2:22][N:21]([C:25]([F:27])([F:26])[F:24])[CH2:20][CH2:19][N:18]([C:25]([F:27])([F:26])[F:24])[CH2:17][CH2:16][N:15]([C:25]([F:27])([F:26])[F:24])[CH2:14][CH2:13][N:12]([C:25]([F:27])([F:26])[F:24])[CH2:11][CH2:10][CH2:9][N:8]([C:25]([F:27])([F:26])[F:24])[CH2:7][CH2:6][N:5]([C:25]([F:27])([F:26])[F:24])[CH2:4][CH2:3][CH2:2]1. (4) Given the reactants [NH2:1][C@@H:2]1[CH2:7][CH2:6][C@H:5]([NH:8][C:9]([C:11]2[C:15]3[N:16]=[CH:17][N:18]=[C:19]([C:20]4[C:28]5[O:27][CH2:26][O:25][C:24]=5[CH:23]=[CH:22][C:21]=4[O:29][CH2:30][CH2:31][O:32][CH3:33])[C:14]=3[NH:13][CH:12]=2)=[O:10])[CH2:4][CH2:3]1.[CH3:34][O:35][CH2:36][C:37](Cl)=[O:38], predict the reaction product. The product is: [CH3:34][O:35][CH2:36][C:37]([NH:1][C@@H:2]1[CH2:3][CH2:4][C@H:5]([NH:8][C:9]([C:11]2[C:15]3[N:16]=[CH:17][N:18]=[C:19]([C:20]4[C:28]5[O:27][CH2:26][O:25][C:24]=5[CH:23]=[CH:22][C:21]=4[O:29][CH2:30][CH2:31][O:32][CH3:33])[C:14]=3[NH:13][CH:12]=2)=[O:10])[CH2:6][CH2:7]1)=[O:38]. (5) The product is: [C:19]([O:16][C:15]([C:10]1([C:7]2[CH:6]=[CH:5][C:4]([N+:1]([O-:3])=[O:2])=[CH:9][CH:8]=2)[CH2:14][CH2:13][CH2:12][CH2:11]1)=[O:17])([CH3:21])([CH3:20])[CH3:18]. Given the reactants [N+:1]([C:4]1[CH:9]=[CH:8][C:7]([C:10]2([C:15]([OH:17])=[O:16])[CH2:14][CH2:13][CH2:12][CH2:11]2)=[CH:6][CH:5]=1)([O-:3])=[O:2].[CH3:18][C:19](=[CH2:21])[CH3:20], predict the reaction product. (6) Given the reactants [F:1][C:2]1[CH:28]=[C:27]([N+:29]([O-])=O)[CH:26]=[CH:25][C:3]=1[O:4][C:5]1[CH:6]=[C:7]2[C:11](=[CH:12][C:13]=1[C:14]1[CH:15]=[N:16][NH:17][CH:18]=1)[N:10](C1CCCCO1)[N:9]=[CH:8]2.C(OC(N1C=C(C2C=C3C(C=NN3C3CCCCO3)=CC=2OC2C=CC([N+]([O-])=O)=CC=2F)C=N1)=O)(C)(C)C.C([O-])(O)=O.[Na+].CCOC(C)=O, predict the reaction product. The product is: [NH:16]1[CH:15]=[C:14]([C:13]2[CH:12]=[C:11]3[C:7]([CH:8]=[N:9][NH:10]3)=[CH:6][C:5]=2[O:4][C:3]2[CH:25]=[CH:26][C:27]([NH2:29])=[CH:28][C:2]=2[F:1])[CH:18]=[N:17]1. (7) Given the reactants C([N:3]([CH2:6]C)[CH2:4][CH3:5])C.N1[CH2:12][CH2:11][CH2:10][CH2:9]1.CN(C([O:20]N1N=NC2C=CC=CC1=2)=[N+](C)C)C.[B-](F)(F)(F)F.CCN(C(C)C)C(C)C.[O:44]1[CH2:49][CH2:48][O:47][CH2:46]C1, predict the reaction product. The product is: [CH3:6][NH:3][CH2:4][CH:5]([OH:20])[C:10]1[CH:11]=[CH:12][C:49]([OH:44])=[C:48]([O:47][CH3:46])[CH:9]=1.